Dataset: Forward reaction prediction with 1.9M reactions from USPTO patents (1976-2016). Task: Predict the product of the given reaction. (1) Given the reactants [CH:1]1([C:4]([C:6]2[S:10][C:9]([NH2:11])=[N:8][C:7]=2[C:12]2[O:13][CH:14]=[CH:15][CH:16]=2)=[O:5])[CH2:3][CH2:2]1.C(N(CC)CC)C.Br[CH2:25][C:26](Br)=[O:27].[NH:29]1[CH2:34][CH2:33][O:32][CH2:31][CH2:30]1, predict the reaction product. The product is: [CH:1]1([C:4]([C:6]2[S:10][C:9]([NH:11][C:26](=[O:27])[CH2:25][N:29]3[CH2:34][CH2:33][O:32][CH2:31][CH2:30]3)=[N:8][C:7]=2[C:12]2[O:13][CH:14]=[CH:15][CH:16]=2)=[O:5])[CH2:2][CH2:3]1. (2) Given the reactants [F:1][C:2]1[C:15]2[O:14][C:13]3[C:8](=[CH:9][C:10]([NH2:16])=[CH:11][CH:12]=3)[C@@:7]3([CH2:21][CH2:20][S:19][C:18]([NH2:22])=[N:17]3)[C:6]=2[CH:5]=[C:4]([O:23][CH3:24])[CH:3]=1.[Cl:25][C:26]1[CH:27]=[CH:28][C:29]([C:32]([OH:34])=[O:33])=[N:30][CH:31]=1.CCCP(=O)=O.C(OCC)(=O)C.[CH2:47]([Cl:49])[Cl:48], predict the reaction product. The product is: [CH2:47]([Cl:49])[Cl:48].[CH3:13][OH:14].[NH4+:16].[OH-:33].[NH2:22][C:18]1[S:19][CH2:20][CH2:21][C@@:7]2([N:17]=1)[C:6]1[CH:5]=[C:4]([O:23][CH3:24])[CH:3]=[C:2]([F:1])[C:15]=1[O:14][C:13]1[C:8]2=[CH:9][C:10]([NH:16][C:32](=[O:34])[C:29]2[CH:28]=[CH:27][C:26]([Cl:25])=[CH:31][N:30]=2)=[CH:11][CH:12]=1. (3) The product is: [Br:7][C:4]1[CH:5]=[CH:6][N:2]([O:1][C:10](=[O:11])[N:9]([CH3:8])[C:13]2[CH:18]=[CH:17][CH:16]=[CH:15][CH:14]=2)[N:3]=1. Given the reactants [OH:1][N:2]1[CH:6]=[CH:5][C:4]([Br:7])=[N:3]1.[CH3:8][N:9]([C:13]1[CH:18]=[CH:17][CH:16]=[CH:15][CH:14]=1)[C:10](Cl)=[O:11], predict the reaction product. (4) Given the reactants [CH2:1]([NH:3][CH2:4][CH2:5][OH:6])[CH3:2].[N+:7]([O-:10])([OH:9])=[O:8], predict the reaction product. The product is: [N+:7]([O-:10])([O-:9])=[O:8].[CH2:1]([NH2+:3][CH2:4][CH2:5][O:6][N+:7]([O-:9])=[O:8])[CH3:2].